Dataset: Forward reaction prediction with 1.9M reactions from USPTO patents (1976-2016). Task: Predict the product of the given reaction. (1) Given the reactants [CH3:1][O:2][C:3]1[CH:27]=[CH:26][C:6]([CH2:7][O:8][C:9]2[CH:14]=[CH:13][C:12]([S:15][C:16]3[CH:21]=[CH:20][C:19]([OH:22])=[CH:18][CH:17]=3)=[C:11]([N+:23]([O-])=O)[CH:10]=2)=[CH:5][CH:4]=1.[Cl-].[NH4+].O1CCCC1.O, predict the reaction product. The product is: [NH2:23][C:11]1[CH:10]=[C:9]([O:8][CH2:7][C:6]2[CH:5]=[CH:4][C:3]([O:2][CH3:1])=[CH:27][CH:26]=2)[CH:14]=[CH:13][C:12]=1[S:15][C:16]1[CH:17]=[CH:18][C:19]([OH:22])=[CH:20][CH:21]=1. (2) The product is: [Cl:30][C:29]1[C:25]([Cl:24])=[C:26]([CH3:32])[NH:27][C:28]=1[C:6]([NH:8][CH:9]1[CH2:10][CH2:11][N:12]([C:15]2[O:19][C:18]([C:20]([O:22][CH3:23])=[O:21])=[N:17][N:16]=2)[CH2:13][CH2:14]1)=[O:7]. Given the reactants C(O[C:6]([NH:8][CH:9]1[CH2:14][CH2:13][N:12]([C:15]2[O:19][C:18]([C:20]([O:22][CH3:23])=[O:21])=[N:17][N:16]=2)[CH2:11][CH2:10]1)=[O:7])(C)(C)C.[Cl:24][C:25]1[C:29]([Cl:30])=[C:28](C)[NH:27][C:26]=1[C:32](NC1CCN(C2SC(C#N)=C(O)N=2)CC1)=O, predict the reaction product. (3) Given the reactants C1CN([P+](Br)(N2CCCC2)N2CCCC2)CC1.F[P-](F)(F)(F)(F)F.C([NH:32][C@@H:33]([C:42]([OH:44])=O)[CH2:34][C:35]1[CH:40]=[CH:39][C:38]([Cl:41])=[CH:37][CH:36]=1)(OC(C)(C)C)=O.[N:45]1([C:51]2[CH:56]=[CH:55][N:54]=[C:53]3[NH:57][CH:58]=[CH:59][C:52]=23)[CH2:50][CH2:49][NH:48][CH2:47][CH2:46]1.CCN(C(C)C)C(C)C, predict the reaction product. The product is: [ClH:41].[ClH:41].[NH2:32][C@H:33]([CH2:34][C:35]1[CH:36]=[CH:37][C:38]([Cl:41])=[CH:39][CH:40]=1)[C:42]([N:48]1[CH2:49][CH2:50][N:45]([C:51]2[CH:56]=[CH:55][N:54]=[C:53]3[NH:57][CH:58]=[CH:59][C:52]=23)[CH2:46][CH2:47]1)=[O:44]. (4) The product is: [CH2:17]([O:24][C:25]1[CH:26]=[C:27]([CH2:33][CH2:34][NH:35][C:13](=[O:15])/[CH:12]=[CH:11]/[C:6]2[CH:7]=[C:8]([O:9][CH3:10])[C:3]([O:2][CH3:1])=[CH:4][C:5]=2[CH3:16])[CH:28]=[CH:29][C:30]=1[O:31][CH3:32])[C:18]1[CH:19]=[CH:20][CH:21]=[CH:22][CH:23]=1. Given the reactants [CH3:1][O:2][C:3]1[C:8]([O:9][CH3:10])=[CH:7][C:6](/[CH:11]=[CH:12]/[C:13]([OH:15])=O)=[C:5]([CH3:16])[CH:4]=1.[CH2:17]([O:24][C:25]1[CH:26]=[C:27]([CH2:33][CH2:34][NH2:35])[CH:28]=[CH:29][C:30]=1[O:31][CH3:32])[C:18]1[CH:23]=[CH:22][CH:21]=[CH:20][CH:19]=1.CCN(C(C)C)C(C)C.CN(C(ON1N=NC2C=CC=NC1=2)=[N+](C)C)C.F[P-](F)(F)(F)(F)F, predict the reaction product. (5) Given the reactants C([O:5][C:6](=[O:37])[CH2:7][O:8][C:9]1[CH:14]=[C:13]([CH3:15])[C:12]([O:16][C:17]2[CH:18]=[C:19]3[C:23](=[CH:24][CH:25]=2)[N:22]([Si](C(C)(C)C)(C)C)[CH:21]=[C:20]3[CH:33]([CH3:35])[CH3:34])=[C:11]([CH3:36])[CH:10]=1)(C)(C)C.[OH-].[Na+], predict the reaction product. The product is: [CH:33]([C:20]1[C:19]2[C:23](=[CH:24][CH:25]=[C:17]([O:16][C:12]3[C:11]([CH3:36])=[CH:10][C:9]([O:8][CH2:7][C:6]([OH:37])=[O:5])=[CH:14][C:13]=3[CH3:15])[CH:18]=2)[NH:22][CH:21]=1)([CH3:35])[CH3:34]. (6) Given the reactants [Cl:1][C:2]1[CH:3]=[C:4]([C:8]2[N:13]=[C:12]([C:14]([OH:16])=O)[CH:11]=[CH:10][CH:9]=2)[CH:5]=[CH:6][CH:7]=1.[N:17]1([NH2:23])[CH2:22][CH2:21][CH2:20][CH2:19][CH2:18]1, predict the reaction product. The product is: [N:17]1([NH:23][C:14]([C:12]2[CH:11]=[CH:10][CH:9]=[C:8]([C:4]3[CH:5]=[CH:6][CH:7]=[C:2]([Cl:1])[CH:3]=3)[N:13]=2)=[O:16])[CH2:22][CH2:21][CH2:20][CH2:19][CH2:18]1. (7) Given the reactants [OH:1][CH2:2][CH:3]1[O:20][C:7]2([CH2:12][CH2:11][N:10]([C:13]([O:15][C:16]([CH3:19])([CH3:18])[CH3:17])=[O:14])[CH2:9][CH2:8]2)[CH2:6][NH:5][CH2:4]1.C([O-])([O-])=O.[K+].[K+].Br[CH2:28][C:29]#[C:30][CH3:31], predict the reaction product. The product is: [C:16]([O:15][C:13]([N:10]1[CH2:9][CH2:8][C:7]2([O:20][CH:3]([CH2:2][OH:1])[CH2:4][N:5]([CH2:28][C:29]#[C:30][CH3:31])[CH2:6]2)[CH2:12][CH2:11]1)=[O:14])([CH3:17])([CH3:19])[CH3:18].